Dataset: Catalyst prediction with 721,799 reactions and 888 catalyst types from USPTO. Task: Predict which catalyst facilitates the given reaction. Reactant: [CH2:1]([O:8][C:9]1[CH:18]=[CH:17][C:12]([C:13]([O:15][CH3:16])=[O:14])=[CH:11][C:10]=1[O:19][CH3:20])[C:2]1[CH:7]=[CH:6][CH:5]=[CH:4][CH:3]=1.[N+:21]([O-])([OH:23])=[O:22]. Product: [CH2:1]([O:8][C:9]1[C:10]([O:19][CH3:20])=[CH:11][C:12]([C:13]([O:15][CH3:16])=[O:14])=[C:17]([N+:21]([O-:23])=[O:22])[CH:18]=1)[C:2]1[CH:3]=[CH:4][CH:5]=[CH:6][CH:7]=1. The catalyst class is: 15.